From a dataset of Forward reaction prediction with 1.9M reactions from USPTO patents (1976-2016). Predict the product of the given reaction. (1) Given the reactants [OH:1][C:2]1[C:3]2[N:4]([N:16]=[C:17]([C:19]([O:21][CH3:22])=[O:20])[CH:18]=2)[CH:5]=[C:6]([CH3:15])[C:7]=1[C:8]([O:10][C:11]([CH3:14])([CH3:13])[CH3:12])=[O:9].CCN(CC)CC.[O:30](S(C(F)(F)F)(=O)=O)[S:31]([C:34]([F:37])([F:36])[F:35])(=O)=[O:32].C(Cl)Cl, predict the reaction product. The product is: [CH3:15][C:6]1[C:7]([C:8]([O:10][C:11]([CH3:12])([CH3:14])[CH3:13])=[O:9])=[C:2]([O:1][S:31]([C:34]([F:37])([F:36])[F:35])(=[O:32])=[O:30])[C:3]2[N:4]([N:16]=[C:17]([C:19]([O:21][CH3:22])=[O:20])[CH:18]=2)[CH:5]=1. (2) Given the reactants C1(O[C:8](=[O:24])[NH:9][C:10]2[CH:15]=[C:14]([C:16]([F:19])([F:18])[F:17])[CH:13]=[C:12]([C:20]([F:23])([F:22])[F:21])[CH:11]=2)C=CC=CC=1.[CH3:25][O:26][C:27](=[O:51])[CH2:28][CH2:29][NH:30][C:31](=[O:50])[C:32]1[CH:37]=[CH:36][C:35]([CH2:38][NH:39][CH:40]2[CH2:45][CH2:44][CH:43]([C:46]([CH3:49])([CH3:48])[CH3:47])[CH2:42][CH2:41]2)=[CH:34][CH:33]=1.FC(F)(F)C([O-])=O.C(N(CC)CC)C, predict the reaction product. The product is: [CH3:25][O:26][C:27](=[O:51])[CH2:28][CH2:29][NH:30][C:31](=[O:50])[C:32]1[CH:37]=[CH:36][C:35]([CH2:38][N:39]([CH:40]2[CH2:41][CH2:42][CH:43]([C:46]([CH3:47])([CH3:48])[CH3:49])[CH2:44][CH2:45]2)[C:8]([NH:9][C:10]2[CH:15]=[C:14]([C:16]([F:18])([F:19])[F:17])[CH:13]=[C:12]([C:20]([F:23])([F:21])[F:22])[CH:11]=2)=[O:24])=[CH:34][CH:33]=1. (3) Given the reactants CC1C=CC=CC=1P(C1C=CC=CC=1C)C1C=CC=CC=1C.[CH3:23][O:24][C:25](=[O:41])[C@@H:26]([NH:30][C:31](=[O:40])[C:32]1[C:37]([Cl:38])=[CH:36][CH:35]=[CH:34][C:33]=1[Cl:39])[CH2:27][CH:28]=[CH2:29].I[C:43]1[CH:48]=[CH:47][C:46]([N:49]([CH3:56])[C:50]2[N:55]=[CH:54][CH:53]=[CH:52][N:51]=2)=[CH:45][CH:44]=1.C(=O)([O-])[O-].[K+].[K+], predict the reaction product. The product is: [CH3:23][O:24][C:25](=[O:41])[C@@H:26]([NH:30][C:31](=[O:40])[C:32]1[C:33]([Cl:39])=[CH:34][CH:35]=[CH:36][C:37]=1[Cl:38])[CH2:27]/[CH:28]=[CH:29]/[C:43]1[CH:48]=[CH:47][C:46]([N:49]([CH3:56])[C:50]2[N:51]=[CH:52][CH:53]=[CH:54][N:55]=2)=[CH:45][CH:44]=1. (4) Given the reactants N1C=CN=C2NC=CC=12.C[Sn](C)(C)[Sn](C)(C)C.[Sn].[CH3:19][Si:20]([CH3:39])([CH3:38])[CH2:21][CH2:22][O:23][CH2:24][N:25]1[C:29]2=[N:30][CH:31]=[C:32]([Sn](C)(C)C)[N:33]=[C:28]2[CH:27]=[CH:26]1.Br[C:41]1[C:42]([NH:49][C@H:50]2[CH2:55][CH2:54][CH2:53][N:52]([S:56]([CH3:59])(=[O:58])=[O:57])[CH2:51]2)=[N:43][C:44]([S:47][CH3:48])=[N:45][CH:46]=1, predict the reaction product. The product is: [CH3:59][S:56]([N:52]1[CH2:53][CH2:54][CH2:55][C@H:50]([NH:49][C:42]2[C:41]([C:32]3[N:33]=[C:28]4[CH:27]=[CH:26][N:25]([CH2:24][O:23][CH2:22][CH2:21][Si:20]([CH3:39])([CH3:38])[CH3:19])[C:29]4=[N:30][CH:31]=3)=[CH:46][N:45]=[C:44]([S:47][CH3:48])[N:43]=2)[CH2:51]1)(=[O:58])=[O:57]. (5) Given the reactants [H-].[Na+].[F:3][C:4]1[CH:5]=[C:6]([CH:11]([OH:16])[C:12]([F:15])([F:14])[F:13])[CH:7]=[CH:8][C:9]=1[F:10].[Cl:17][C:18]1[CH:23]=[C:22](Cl)[N:21]=[CH:20][N:19]=1, predict the reaction product. The product is: [Cl:17][C:18]1[CH:23]=[C:22]([O:16][CH:11]([C:6]2[CH:7]=[CH:8][C:9]([F:10])=[C:4]([F:3])[CH:5]=2)[C:12]([F:13])([F:14])[F:15])[N:21]=[CH:20][N:19]=1. (6) The product is: [CH2:1]([S:3]([N:6]1[CH2:7][CH2:8][CH:9]([C:12]2[C:20]3[C:15](=[C:16]([C:29]([NH2:31])=[O:30])[CH:17]=[C:18]([C:21]4[CH:26]=[CH:25][CH:24]=[C:23]([CH2:27][NH:33][CH3:32])[CH:22]=4)[CH:19]=3)[NH:14][CH:13]=2)[CH2:10][CH2:11]1)(=[O:4])=[O:5])[CH3:2]. Given the reactants [CH2:1]([S:3]([N:6]1[CH2:11][CH2:10][CH:9]([C:12]2[C:20]3[C:15](=[C:16]([C:29]([NH2:31])=[O:30])[CH:17]=[C:18]([C:21]4[CH:26]=[CH:25][CH:24]=[C:23]([CH:27]=O)[CH:22]=4)[CH:19]=3)[NH:14][CH:13]=2)[CH2:8][CH2:7]1)(=[O:5])=[O:4])[CH3:2].[CH3:32][NH2:33].[BH4-].[Na+], predict the reaction product. (7) Given the reactants [CH3:1][N:2]([CH3:21])[CH2:3][CH2:4][O:5][C:6]1[CH:7]=[C:8]([NH:13]C(=O)OC(C)(C)C)[CH:9]=[CH:10][C:11]=1[CH3:12].[OH-].[Na+], predict the reaction product. The product is: [CH3:1][N:2]([CH3:21])[CH2:3][CH2:4][O:5][C:6]1[CH:7]=[C:8]([CH:9]=[CH:10][C:11]=1[CH3:12])[NH2:13].